From a dataset of Peptide-MHC class I binding affinity with 185,985 pairs from IEDB/IMGT. Regression. Given a peptide amino acid sequence and an MHC pseudo amino acid sequence, predict their binding affinity value. This is MHC class I binding data. (1) The peptide sequence is RVLGRVLPY. The MHC is HLA-A11:01 with pseudo-sequence HLA-A11:01. The binding affinity (normalized) is 0.744. (2) The peptide sequence is QQEAARAAL. The MHC is HLA-B15:03 with pseudo-sequence HLA-B15:03. The binding affinity (normalized) is 0.403. (3) The peptide sequence is FKFFFHRL. The MHC is H-2-Db with pseudo-sequence H-2-Db. The binding affinity (normalized) is 0.0761.